This data is from Forward reaction prediction with 1.9M reactions from USPTO patents (1976-2016). The task is: Predict the product of the given reaction. (1) Given the reactants [CH3:1][N:2]1[CH:6]=[CH:5][CH:4]=[C:3]1[C:7]([OH:9])=[O:8].[CH3:10][Si](C=[N+]=[N-])(C)C, predict the reaction product. The product is: [CH3:1][N:2]1[CH:6]=[CH:5][CH:4]=[C:3]1[C:7]([O:9][CH3:10])=[O:8]. (2) The product is: [Br:22][C:19]1[N:18]=[C:17]2[C:23]([C:6]([O:9][CH3:1])=[O:7])=[C:24]([C:25]3[CH:30]=[CH:29][C:28]([F:31])=[CH:27][CH:26]=3)[O:15][C:16]2=[CH:21][CH:20]=1. Given the reactants [C:1]([O-])(=O)C.[Na+].[C:6]([O-:9])([O-])=[O:7].[K+].[K+].C([O:15][C:16]1[C:17]([C:23]#[C:24][C:25]2[CH:30]=[CH:29][C:28]([F:31])=[CH:27][CH:26]=2)=[N:18][C:19]([Br:22])=[CH:20][CH:21]=1)(=O)C, predict the reaction product. (3) Given the reactants CN(C(ON1N=NC2C=CC=CC1=2)=[N+](C)C)C.F[P-](F)(F)(F)(F)F.[C:25]([O:28][C:29]1[CH:37]=[CH:36][C:32]([C:33]([OH:35])=[O:34])=[CH:31][CH:30]=1)(=[O:27])[CH3:26].[CH3:38][C:39]1([CH3:46])[O:43][CH:42]([CH2:44]O)[CH2:41][O:40]1.C(N(CC)CC)C, predict the reaction product. The product is: [C:25]([O:28][C:29]1[CH:37]=[CH:36][C:32]([C:33]([O:35][CH2:44][CH:42]2[CH2:41][O:40][C:39]([CH3:46])([CH3:38])[O:43]2)=[O:34])=[CH:31][CH:30]=1)(=[O:27])[CH3:26]. (4) Given the reactants [CH3:1][S:2]([C:5]1[CH:10]=[CH:9][C:8]([CH:11]=[CH:12][C:13]([OH:15])=O)=[CH:7][CH:6]=1)(=[O:4])=[O:3].S(Cl)(Cl)=O.CCN(C(C)C)C(C)C.[CH3:29][N:30]1[C@@H:34]([CH3:35])[C@@H:33]([C:36]2[CH:41]=[CH:40][CH:39]=[CH:38][CH:37]=2)[NH:32][C:31]1=[O:42], predict the reaction product. The product is: [CH3:1][S:2]([C:5]1[CH:6]=[CH:7][C:8](/[CH:11]=[CH:12]/[C:13]([N:32]2[C@H:33]([C:36]3[CH:41]=[CH:40][CH:39]=[CH:38][CH:37]=3)[C@H:34]([CH3:35])[N:30]([CH3:29])[C:31]2=[O:42])=[O:15])=[CH:9][CH:10]=1)(=[O:3])=[O:4]. (5) Given the reactants [CH:1]([C@@H:4]1[N:9]2[C:10]3[C:19]4[C:14](=[CH:15][CH:16]=[CH:17][CH:18]=4)[N:13]=[CH:12][C:11]=3[N:20]=[C:8]2[CH2:7][O:6][CH2:5]1)([CH3:3])[CH3:2].ClC1C=C(C=CC=1)C(OO)=[O:26].C([O-])([O-])=O.[Na+].[Na+], predict the reaction product. The product is: [CH:1]([C@@H:4]1[N:9]2[C:10]3[C:19]4[C:14](=[CH:15][CH:16]=[CH:17][CH:18]=4)[N+:13]([O-:26])=[CH:12][C:11]=3[N:20]=[C:8]2[CH2:7][O:6][CH2:5]1)([CH3:3])[CH3:2]. (6) Given the reactants [Br:1][C:2]1[C:7]([CH2:8][CH3:9])=[CH:6][C:5]([C:10](=[O:12])[CH3:11])=[C:4]([OH:13])[CH:3]=1.[O:14]1[CH2:17][C:16](=O)[CH2:15]1.N1CCCC1, predict the reaction product. The product is: [Br:1][C:2]1[CH:3]=[C:4]2[C:5]([C:10](=[O:12])[CH2:11][C:16]3([O:13]2)[CH2:17][O:14][CH2:15]3)=[CH:6][C:7]=1[CH2:8][CH3:9]. (7) Given the reactants C1([C@@H:4](C2C=CC(B3OC(C)(C)C(C)(C)O3)=CC=2)[N:5]2[CH2:10][CH2:9][C@:8]([CH2:17][C:18]([OH:21])(C)C)(C3C=CC=CC=3)OC2=O)CC1.Br[C:39]1[CH:44]=[CH:43][C:42]([C@H:45]([CH:64]2[CH2:66][CH2:65]2)[N:46]2[CH2:51][CH2:50][C@:49]([CH2:58][C:59]([OH:62])([CH3:61])[CH3:60])([C:52]3[CH:57]=[CH:56][CH:55]=[CH:54][CH:53]=3)[O:48][C:47]2=[O:63])=[CH:41][CH:40]=1.BrC1C=CC(=O)N(C)C=1, predict the reaction product. The product is: [CH:64]1([C@@H:45]([C:42]2[CH:43]=[CH:44][C:39]([C:9]3[CH:8]=[CH:17][C:18](=[O:21])[N:5]([CH3:4])[CH:10]=3)=[CH:40][CH:41]=2)[N:46]2[CH2:51][CH2:50][C@:49]([CH2:58][C:59]([OH:62])([CH3:61])[CH3:60])([C:52]3[CH:57]=[CH:56][CH:55]=[CH:54][CH:53]=3)[O:48][C:47]2=[O:63])[CH2:66][CH2:65]1. (8) Given the reactants O=C1C2C(=CC=CC=2)C(=O)[N:3]1[CH2:12][C@@H:13]1[CH2:19][C@@H:18]2[C@@H:16]([CH2:17]2)[CH2:15][N:14]1[C:20]([O:22][C:23]([CH3:26])([CH3:25])[CH3:24])=[O:21].NN, predict the reaction product. The product is: [NH2:3][CH2:12][C@@H:13]1[CH2:19][C@@H:18]2[C@@H:16]([CH2:17]2)[CH2:15][N:14]1[C:20]([O:22][C:23]([CH3:26])([CH3:25])[CH3:24])=[O:21]. (9) Given the reactants [CH2:1]([O:3][C:4]([C:6]1[C:10]([CH3:11])=[C:9]([C:12]2[CH:17]=[CH:16][CH:15]=[C:14]([N+:18]([O-])=O)[C:13]=2[O:21][CH3:22])[N:8]([CH3:23])[C:7]=1[CH3:24])=[O:5])[CH3:2].C(N)=O, predict the reaction product. The product is: [CH2:1]([O:3][C:4]([C:6]1[C:10]([CH3:11])=[C:9]([C:12]2[CH:17]=[CH:16][CH:15]=[C:14]([NH2:18])[C:13]=2[O:21][CH3:22])[N:8]([CH3:23])[C:7]=1[CH3:24])=[O:5])[CH3:2].